From a dataset of Forward reaction prediction with 1.9M reactions from USPTO patents (1976-2016). Predict the product of the given reaction. (1) Given the reactants [CH3:1][O:2][C:3]1[C:10]([CH3:11])=[CH:9][C:6]([CH2:7][OH:8])=[CH:5][C:4]=1[CH3:12].C(Cl)(=O)C(Cl)=O.CS(C)=O.C(N(CC)CC)C, predict the reaction product. The product is: [CH3:1][O:2][C:3]1[C:4]([CH3:12])=[CH:5][C:6]([CH:7]=[O:8])=[CH:9][C:10]=1[CH3:11]. (2) The product is: [Br:1][C:2]1[CH:14]=[CH:13][C:5]([O:6][C@@H:7]2[CH2:11][O:10][CH2:9][C@@H:8]2[NH:12][S:29]([CH:27]([CH3:28])[CH3:26])(=[O:31])=[O:30])=[CH:4][CH:3]=1. Given the reactants [Br:1][C:2]1[CH:14]=[CH:13][C:5]([O:6][C@@H:7]2[CH2:11][O:10][CH2:9][C@@H:8]2[NH2:12])=[CH:4][CH:3]=1.N12CCCN=C1CCCCC2.[CH3:26][CH:27]([S:29](Cl)(=[O:31])=[O:30])[CH3:28].O, predict the reaction product. (3) Given the reactants Br[C:2]1[C:3](=[O:12])[CH2:4][CH2:5][C:6]=1[O:7][CH2:8][CH:9]([CH3:11])[CH3:10].F[C:14]1C=CC(B(O)O)=CC=1.COC1C=CC=C(OC)[C:30]=1[C:31]1[CH:32]=[CH:33][CH:34]=[CH:35][C:36]=1P(C1CCCCC1)C1CCCCC1.[O-]P([O-])([O-])=O.[K+].[K+].[K+], predict the reaction product. The product is: [CH3:14][C:33]1[CH:34]=[CH:35][CH:36]=[C:31]([CH3:30])[C:32]=1[C:2]1[C:3](=[O:12])[CH2:4][CH2:5][C:6]=1[O:7][CH2:8][CH:9]([CH3:11])[CH3:10]. (4) Given the reactants C[Si](C)(C)[C:3]#[C:4][C:5]1[CH:6]=[C:7]([NH2:11])[CH:8]=[N:9][CH:10]=1.C([O-])([O-])=O.[K+].[K+], predict the reaction product. The product is: [C:4]([C:5]1[CH:6]=[C:7]([NH2:11])[CH:8]=[N:9][CH:10]=1)#[CH:3]. (5) Given the reactants [F:1][C:2]([F:44])([F:43])[C:3]1[CH:4]=[C:5]([C@H:13]([O:15][C@H:16]2[CH2:21][CH2:20][N:19]([CH:22]3[CH2:27][CH2:26][C:25]([C:29]4[C:34](Br)=[CH:33][N:32]=[CH:31][N:30]=4)([OH:28])[CH2:24][CH2:23]3)[CH2:18][C@@H:17]2[C:36]2[CH:41]=[CH:40][C:39]([F:42])=[CH:38][CH:37]=2)[CH3:14])[CH:6]=[C:7]([C:9]([F:12])([F:11])[F:10])[CH:8]=1.C(N(CC)CC)C, predict the reaction product. The product is: [F:12][C:9]([F:10])([F:11])[C:7]1[CH:6]=[C:5]([C@H:13]([O:15][C@H:16]2[CH2:21][CH2:20][N:19]([CH:22]3[CH2:27][CH2:26][C:25]([C:29]4[CH:34]=[CH:33][N:32]=[CH:31][N:30]=4)([OH:28])[CH2:24][CH2:23]3)[CH2:18][C@@H:17]2[C:36]2[CH:41]=[CH:40][C:39]([F:42])=[CH:38][CH:37]=2)[CH3:14])[CH:4]=[C:3]([C:2]([F:43])([F:1])[F:44])[CH:8]=1. (6) Given the reactants F[C:2]1[CH:14]=[CH:13][C:5]([C:6]([O:8][C:9]([CH3:12])([CH3:11])[CH3:10])=[O:7])=[CH:4][CH:3]=1.[OH:15][C:16]1[CH:17]=[C:18]([CH:21]=[CH:22][CH:23]=1)[C:19]#[N:20].C(=O)([O-])[O-].[K+].[K+], predict the reaction product. The product is: [C:9]([O:8][C:6](=[O:7])[C:5]1[CH:13]=[CH:14][C:2]([O:15][C:16]2[CH:23]=[CH:22][CH:21]=[C:18]([C:19]#[N:20])[CH:17]=2)=[CH:3][CH:4]=1)([CH3:12])([CH3:11])[CH3:10]. (7) Given the reactants [F:1][C:2]1[C:9]([OH:10])=[CH:8][CH:7]=[CH:6][C:3]=1[C:4]#[N:5].Br[CH2:12][CH:13]([CH3:15])[CH3:14].C([O-])([O-])=O.[K+].[K+], predict the reaction product. The product is: [F:1][C:2]1[C:9]([O:10][CH2:12][CH:13]([CH3:15])[CH3:14])=[CH:8][CH:7]=[CH:6][C:3]=1[C:4]#[N:5]. (8) Given the reactants Br[C:2]1[CH:3]=[C:4]([NH:10][C:11]2[N:16]=[CH:15][C:14]([C:17]([CH3:21])([CH3:20])[C:18]#[N:19])=[CH:13][CH:12]=2)[C:5](=[O:9])[N:6]([CH3:8])[CH:7]=1.[C:22]([O:25][CH2:26][C:27]1[C:28]([N:42]2[N:51]=[CH:50][C:49]3[C:44](=[C:45]([F:56])[CH:46]=[C:47]([C:52]([CH3:55])([CH3:54])[CH3:53])[CH:48]=3)[C:43]2=[O:57])=[N:29][CH:30]=[CH:31][C:32]=1B1OC(C)(C)C(C)(C)O1)(=[O:24])[CH3:23].C([O-])(=O)C.[K+].[O-]P([O-])([O-])=O.[K+].[K+].[K+], predict the reaction product. The product is: [C:22]([O:25][CH2:26][C:27]1[C:28]([N:42]2[N:51]=[CH:50][C:49]3[C:44](=[C:45]([F:56])[CH:46]=[C:47]([C:52]([CH3:54])([CH3:53])[CH3:55])[CH:48]=3)[C:43]2=[O:57])=[N:29][CH:30]=[CH:31][C:32]=1[C:2]1[CH:3]=[C:4]([NH:10][C:11]2[CH:12]=[CH:13][C:14]([C:17]([C:18]#[N:19])([CH3:21])[CH3:20])=[CH:15][N:16]=2)[C:5](=[O:9])[N:6]([CH3:8])[CH:7]=1)(=[O:24])[CH3:23].